This data is from Full USPTO retrosynthesis dataset with 1.9M reactions from patents (1976-2016). The task is: Predict the reactants needed to synthesize the given product. (1) Given the product [C:1]([O:5][C:6](=[O:33])[NH:7][C:8]1([C:12]2[CH:13]=[CH:14][C:15]([C:18]3[C:23]([C:24]4[CH:29]=[CH:28][CH:27]=[CH:26][CH:25]=4)=[CH:22][N:21]4[C:30]([Br:41])=[CH:31][N:32]=[C:20]4[N:19]=3)=[CH:16][CH:17]=2)[CH2:11][CH2:10][CH2:9]1)([CH3:4])([CH3:2])[CH3:3], predict the reactants needed to synthesize it. The reactants are: [C:1]([O:5][C:6](=[O:33])[NH:7][C:8]1([C:12]2[CH:17]=[CH:16][C:15]([C:18]3[C:23]([C:24]4[CH:29]=[CH:28][CH:27]=[CH:26][CH:25]=4)=[CH:22][N:21]4[CH:30]=[CH:31][N:32]=[C:20]4[N:19]=3)=[CH:14][CH:13]=2)[CH2:11][CH2:10][CH2:9]1)([CH3:4])([CH3:3])[CH3:2].C1C(=O)N([Br:41])C(=O)C1. (2) Given the product [O:26]=[C:18]1[C:17]2[C:12](=[CH:13][N:14]=[CH:15][CH:16]=2)[C:11]2=[CH:10][CH:9]=[CH:8][C:3]([C:4]([O:6][CH3:7])=[O:5])=[C:2]2[NH:19]1, predict the reactants needed to synthesize it. The reactants are: N[C:2]1[C:11]([C:12]2[CH:13]=[N:14][CH:15]=[CH:16][C:17]=2[C:18](=[O:26])[N:19](C(C)C)C(C)C)=[CH:10][CH:9]=[CH:8][C:3]=1[C:4]([O:6][CH3:7])=[O:5].C[Si]([N-][Si](C)(C)C)(C)C.[Na+]. (3) Given the product [CH3:1][C@@H:2]1[CH2:6][CH2:5][CH2:4][N:3]1[CH2:7][CH2:8][CH2:9][O:10][C:11]1[CH:12]=[CH:13][C:14]([C:17]2[S:18][C:19]3[CH2:20][N:21]([C:58](=[O:59])[CH2:57][OH:60])[CH2:22][CH2:23][C:24]=3[N:25]=2)=[CH:15][CH:16]=1, predict the reactants needed to synthesize it. The reactants are: [CH3:1][C@@H:2]1[CH2:6][CH2:5][CH2:4][N:3]1[CH2:7][CH2:8][CH2:9][O:10][C:11]1[CH:16]=[CH:15][C:14]([C:17]2[S:18][C:19]3[CH2:20][NH:21][CH2:22][CH2:23][C:24]=3[N:25]=2)=[CH:13][CH:12]=1.Cl.CN(C)CCCN=C=NCC.ON1C2C=CC=CC=2N=N1.CN(C1C=CC=CN=1)C.[C:57](O)(=[O:60])[CH2:58][OH:59]. (4) Given the product [C:1]([O:5][C:6](=[O:31])[CH:7]([NH:16][C:17]1[C:22]([N+:23]([O-:25])=[O:24])=[CH:21][N:20]=[C:19]([N:26]([CH2:27][CH3:28])[CH2:29][CH3:30])[N:18]=1)[CH2:8][C:9]1[CH:14]=[CH:13][C:12]([O:15][C:41](=[O:42])[N:40]([CH3:44])[CH3:39])=[CH:11][CH:10]=1)([CH3:4])([CH3:2])[CH3:3], predict the reactants needed to synthesize it. The reactants are: [C:1]([O:5][C:6](=[O:31])[CH:7]([NH:16][C:17]1[C:22]([N+:23]([O-:25])=[O:24])=[CH:21][N:20]=[C:19]([N:26]([CH2:29][CH3:30])[CH2:27][CH3:28])[N:18]=1)[CH2:8][C:9]1[CH:14]=[CH:13][C:12]([OH:15])=[CH:11][CH:10]=1)([CH3:4])([CH3:3])[CH3:2].C(N(CC)CC)C.[CH3:39][N:40]([CH3:44])[C:41](Cl)=[O:42].